Dataset: Full USPTO retrosynthesis dataset with 1.9M reactions from patents (1976-2016). Task: Predict the reactants needed to synthesize the given product. (1) Given the product [CH3:1][O:2][C:3](=[O:12])[CH2:4][S:5][C:6]1[S:10][C:9]([NH:11][C:18]([N:28]([CH2:27][C:26]([F:42])([F:25])[C:36]2[CH:37]=[CH:38][CH:39]=[CH:40][CH:41]=2)[CH:29]2[CH2:30][CH2:31][CH:32]([CH3:35])[CH2:33][CH2:34]2)=[O:19])=[N:8][CH:7]=1, predict the reactants needed to synthesize it. The reactants are: [CH3:1][O:2][C:3](=[O:12])[CH2:4][S:5][C:6]1[S:10][C:9]([NH2:11])=[N:8][CH:7]=1.C1N=CN([C:18](N2C=NC=C2)=[O:19])C=1.[F:25][C:26]([F:42])([C:36]1[CH:41]=[CH:40][CH:39]=[CH:38][CH:37]=1)[CH2:27][NH:28][CH:29]1[CH2:34][CH2:33][CH:32]([CH3:35])[CH2:31][CH2:30]1. (2) Given the product [C:1]([O:5][C:6]([N:8]1[CH2:13][CH2:12][C:11]([OH:21])([CH2:14][C:15]#[CH:16])[CH2:10][CH2:9]1)=[O:7])([CH3:4])([CH3:3])[CH3:2], predict the reactants needed to synthesize it. The reactants are: [C:1]([O:5][C:6]([N:8]1[CH2:13][CH2:12][C:11]([OH:21])([CH2:14][C:15]#[C:16][Si](C)(C)C)[CH2:10][CH2:9]1)=[O:7])([CH3:4])([CH3:3])[CH3:2].C(=O)([O-])[O-].[K+].[K+]. (3) The reactants are: [Br:1][C:2]1[NH:6][N:5]=[C:4]([CH:7]2[CH2:12][CH2:11][N:10]([C:13]([O:15][C:16]([CH3:19])([CH3:18])[CH3:17])=[O:14])[CH2:9][CH2:8]2)[N:3]=1.[N+](=[CH:22][Si](C)(C)C)=[N-].CCCCCC. Given the product [Br:1][C:2]1[N:6]([CH3:22])[N:5]=[C:4]([CH:7]2[CH2:12][CH2:11][N:10]([C:13]([O:15][C:16]([CH3:19])([CH3:18])[CH3:17])=[O:14])[CH2:9][CH2:8]2)[N:3]=1, predict the reactants needed to synthesize it.